Dataset: Reaction yield outcomes from USPTO patents with 853,638 reactions. Task: Predict the reaction yield, written as a fraction of the theoretical maximum amount of product (1.0 means a 100% yield; for example, 0.34 means a 34% yield). (1) The reactants are Cl[C:2]1[CH:3]=[CH:4][N:5]2[C:10]([C:11]=1[CH3:12])=[C:9]([CH:13]1[CH2:15][CH2:14]1)[CH:8]=[C:7]([C:16]([O:18][CH3:19])=[O:17])[C:6]2=[O:20].CC1(C)C(C)(C)OB([C:29]2[CH2:34][CH2:33][N:32]([C:35]([O:37][C:38]([CH3:41])([CH3:40])[CH3:39])=[O:36])[CH2:31][CH:30]=2)O1. No catalyst specified. The product is [C:38]([O:37][C:35]([N:32]1[CH2:31][CH:30]=[C:29]([C:2]2[CH:3]=[CH:4][N:5]3[C:10]([C:11]=2[CH3:12])=[C:9]([CH:13]2[CH2:15][CH2:14]2)[CH:8]=[C:7]([C:16]([O:18][CH3:19])=[O:17])[C:6]3=[O:20])[CH2:34][CH2:33]1)=[O:36])([CH3:41])([CH3:39])[CH3:40]. The yield is 1.00. (2) The reactants are Cl[C:2]1[CH:7]=[C:6]([CH:8]2[CH2:10][CH2:9]2)[N:5]=[C:4]([C:11]2[CH:16]=[CH:15][CH:14]=[C:13]([Cl:17])[CH:12]=2)[N:3]=1.[NH2:18][C:19]1[CH:24]=[CH:23][C:22]([CH2:25][C:26]([NH2:28])=[O:27])=[CH:21][CH:20]=1. The catalyst is CN1C(=O)CCC1.O. The product is [Cl:17][C:13]1[CH:12]=[C:11]([C:4]2[N:3]=[C:2]([NH:18][C:19]3[CH:20]=[CH:21][C:22]([CH2:25][C:26]([NH2:28])=[O:27])=[CH:23][CH:24]=3)[CH:7]=[C:6]([CH:8]3[CH2:10][CH2:9]3)[N:5]=2)[CH:16]=[CH:15][CH:14]=1. The yield is 0.780. (3) The reactants are [CH2:1]([N:3]([CH2:13][CH3:14])[C:4]([C:6]1[CH:11]=[CH:10][C:9](I)=[CH:8][CH:7]=1)=[O:5])[CH3:2].[CH3:15][O:16][C:17]1[CH:22]=[CH:21][CH:20]=[CH:19][C:18]=1OB(O)O.C(=O)([O-])[O-].[Na+].[Na+]. The catalyst is C(COC)OC.C1(C)C=CC=CC=1.O.C1C=CC([P]([Pd]([P](C2C=CC=CC=2)(C2C=CC=CC=2)C2C=CC=CC=2)([P](C2C=CC=CC=2)(C2C=CC=CC=2)C2C=CC=CC=2)[P](C2C=CC=CC=2)(C2C=CC=CC=2)C2C=CC=CC=2)(C2C=CC=CC=2)C2C=CC=CC=2)=CC=1. The product is [CH2:1]([N:3]([CH2:13][CH3:14])[C:4]([C:6]1[CH:11]=[CH:10][C:9]([C:18]2[CH:19]=[CH:20][CH:21]=[CH:22][C:17]=2[O:16][CH3:15])=[CH:8][CH:7]=1)=[O:5])[CH3:2]. The yield is 0.880. (4) The reactants are Br[CH2:2][C:3]1[CH:11]=[CH:10][C:6]([C:7]([OH:9])=[O:8])=[CH:5][N:4]=1.[CH3:12][NH:13][CH3:14]. The yield is 0.0100. The catalyst is CCO. The product is [NH3:4].[CH3:12][N:13]([CH2:2][C:3]1[CH:11]=[CH:10][C:6]([C:7]([OH:9])=[O:8])=[CH:5][N:4]=1)[CH3:14].